Predict the reactants needed to synthesize the given product. From a dataset of Full USPTO retrosynthesis dataset with 1.9M reactions from patents (1976-2016). (1) The reactants are: [NH2:1][C:2]1[CH:11]=[CH:10][C:9]2[C:4](=[CH:5][CH:6]=[C:7]([Br:12])[CH:8]=2)[CH:3]=1.S(OC)(O[CH3:17])(=O)=O.C(OCC)(=O)C.[OH-].[Na+]. Given the product [Br:12][C:7]1[CH:6]=[CH:5][C:4]2[C:9](=[CH:10][CH:11]=[C:2]([NH:1][CH3:17])[CH:3]=2)[CH:8]=1, predict the reactants needed to synthesize it. (2) Given the product [NH2:1][C:2]1[C:3]([C:9]([NH:23][C:18]2[CH:19]=[CH:20][CH:21]=[CH:22][C:17]=2[F:16])=[O:11])=[N:4][C:5]([Br:8])=[CH:6][CH:7]=1, predict the reactants needed to synthesize it. The reactants are: [NH2:1][C:2]1[C:3]([C:9]([OH:11])=O)=[N:4][C:5]([Br:8])=[CH:6][CH:7]=1.O=S(Cl)Cl.[F:16][C:17]1[CH:22]=[CH:21][CH:20]=[CH:19][C:18]=1[NH2:23]. (3) The reactants are: [OH-].[Na+].C([O:5][C:6](=[O:23])[CH:7]([O:9][C:10]1[CH:15]=[CH:14][C:13]([Cl:16])=[CH:12][C:11]=1[CH:17]1[CH2:22][CH2:21][CH2:20][CH2:19][CH2:18]1)[CH3:8])C. Given the product [Cl:16][C:13]1[CH:14]=[CH:15][C:10]([O:9][CH:7]([CH3:8])[C:6]([OH:23])=[O:5])=[C:11]([CH:17]2[CH2:22][CH2:21][CH2:20][CH2:19][CH2:18]2)[CH:12]=1, predict the reactants needed to synthesize it. (4) Given the product [NH2:8][C:9]1[C:14]([C:15](=[O:16])[C:17]2[CH:22]=[C:21]([F:23])[CH:20]=[CH:19][C:18]=2[O:24][CH3:25])=[CH:13][N:12]=[C:11]([NH:26][CH:27]2[CH2:28][CH2:29][N:30]([C:3](=[O:5])[CH2:2][CH2:33][N:34]([CH3:36])[CH3:35])[CH2:31][CH2:32]2)[N:10]=1, predict the reactants needed to synthesize it. The reactants are: F[C:2](F)(F)[C:3]([OH:5])=O.[NH2:8][C:9]1[C:14]([C:15]([C:17]2[CH:22]=[C:21]([F:23])[CH:20]=[CH:19][C:18]=2[O:24][CH3:25])=[O:16])=[CH:13][N:12]=[C:11]([NH:26][CH:27]2[CH2:32][CH2:31][NH:30][CH2:29][CH2:28]2)[N:10]=1.[CH3:33][N:34]([CH:36](C)C(O)=O)[CH3:35].